From a dataset of Catalyst prediction with 721,799 reactions and 888 catalyst types from USPTO. Predict which catalyst facilitates the given reaction. (1) Reactant: [N+:1]([C:4]1[CH:18]=[CH:17][C:7]([CH2:8][P:9](=[O:16])([O:13][CH2:14][CH3:15])[O:10][CH2:11][CH3:12])=[CH:6][CH:5]=1)([O-])=O.[NH4+].[Cl-]. Product: [NH2:1][C:4]1[CH:5]=[CH:6][C:7]([CH2:8][P:9](=[O:16])([O:10][CH2:11][CH3:12])[O:13][CH2:14][CH3:15])=[CH:17][CH:18]=1. The catalyst class is: 190. (2) Reactant: [C:1]1([NH2:8])[CH:6]=[CH:5][CH:4]=[CH:3][C:2]=1[NH2:7].O.[C:10](O)(=O)[CH:11]=[O:12]. Product: [NH:7]1[C:2]2[C:1](=[CH:6][CH:5]=[CH:4][CH:3]=2)[N:8]=[CH:10][C:11]1=[O:12]. The catalyst class is: 5. (3) Reactant: [S:1]1[C:5]2[CH:6]=[C:7]([OH:10])[CH:8]=[CH:9][C:4]=2[CH:3]=[CH:2]1.[Cl:11][C:12]1[CH:17]=[C:16]([N+:18]([O-:20])=[O:19])[CH:15]=[CH:14][C:13]=1F.C(=O)([O-])[O-].[K+].[K+].CN(C)C=O. Product: [Cl:11][C:12]1[CH:17]=[C:16]([N+:18]([O-:20])=[O:19])[CH:15]=[CH:14][C:13]=1[O:10][C:7]1[CH:8]=[CH:9][C:4]2[CH:3]=[CH:2][S:1][C:5]=2[CH:6]=1. The catalyst class is: 6. (4) Reactant: CCN(C(C)C)C(C)C.[F:10][C:11]1[CH:16]=[CH:15][CH:14]=[CH:13][C:12]=1[C:17]1[NH:21][N:20]=[C:19]([C:22]([OH:24])=O)[CH:18]=1.C1C=CC2N(O)N=NC=2C=1.CCN=C=NCCCN(C)C.Cl.[NH2:47][CH2:48][C:49]([N:51]1[CH2:56][CH2:55][N:54]([C:57](=[O:69])[C:58]2[CH:63]=[C:62]([F:64])[CH:61]=[CH:60][C:59]=2[C:65]([F:68])([F:67])[F:66])[CH2:53][CH2:52]1)=[O:50]. Product: [F:64][C:62]1[CH:61]=[CH:60][C:59]([C:65]([F:67])([F:66])[F:68])=[C:58]([CH:63]=1)[C:57]([N:54]1[CH2:55][CH2:56][N:51]([C:49](=[O:50])[CH2:48][NH:47][C:22]([C:19]2[CH:18]=[C:17]([C:12]3[CH:13]=[CH:14][CH:15]=[CH:16][C:11]=3[F:10])[NH:21][N:20]=2)=[O:24])[CH2:52][CH2:53]1)=[O:69]. The catalyst class is: 18. (5) Reactant: [OH:1][C:2]1[CH:3]=[C:4]2[C:9](=[CH:10][C:11]=1[CH3:12])[N:8]=[CH:7][CH:6]=[CH:5]2.C1C(=O)N([Br:20])C(=O)C1.N(C(C)(C)C#N)=NC(C)(C)C#N.O. Product: [Br:20][C:3]1[C:2]([OH:1])=[C:11]([CH3:12])[CH:10]=[C:9]2[C:4]=1[CH:5]=[CH:6][CH:7]=[N:8]2. The catalyst class is: 159. (6) Product: [CH3:13][O:12][C:9]1[C:8](=[O:14])[N:7]([CH3:15])[C:6]2[N:5]=[CH:4][N:3]=[C:2]([N:16]3[CH2:21][CH2:20][C:19]4([C:29]5[C:24](=[CH:25][CH:26]=[CH:27][CH:28]=5)[NH:23][C:22]4=[O:30])[CH2:18][CH2:17]3)[C:11]=2[N:10]=1. The catalyst class is: 51. Reactant: Cl[C:2]1[C:11]2[N:10]=[C:9]([O:12][CH3:13])[C:8](=[O:14])[N:7]([CH3:15])[C:6]=2[N:5]=[CH:4][N:3]=1.[NH:16]1[CH2:21][CH2:20][C:19]2([C:29]3[C:24](=[CH:25][CH:26]=[CH:27][CH:28]=3)[NH:23][C:22]2=[O:30])[CH2:18][CH2:17]1.C(N(CC)CC)C. (7) Reactant: [OH:1][CH:2]1[CH2:7][CH2:6][CH2:5][C:4](=[N:8]O)[C:3]1([CH3:11])[CH3:10].N. Product: [NH2:8][CH:4]1[CH2:5][CH2:6][CH2:7][CH:2]([OH:1])[C:3]1([CH3:11])[CH3:10]. The catalyst class is: 227. (8) Reactant: [CH2:1]([O:5][C:6]1[N:14]=[C:13]2[C:9]([N:10]=[C:11]([O:25]C)[N:12]2[CH2:15][CH2:16][CH2:17][CH2:18][CH:19]2[CH2:24][CH2:23][CH2:22][O:21][CH2:20]2)=[C:8]([NH2:27])[N:7]=1)[CH2:2][CH2:3][CH3:4].Cl.O1CCOCC1. Product: [NH2:27][C:8]1[N:7]=[C:6]([O:5][CH2:1][CH2:2][CH2:3][CH3:4])[N:14]=[C:13]2[C:9]=1[NH:10][C:11](=[O:25])[N:12]2[CH2:15][CH2:16][CH2:17][CH2:18][CH:19]1[CH2:24][CH2:23][CH2:22][O:21][CH2:20]1. The catalyst class is: 5. (9) Reactant: [F:1][C:2]1[CH:28]=[CH:27][C:5]([CH2:6][CH:7]2[CH2:12][CH2:11][N:10]([CH2:13][C:14]([NH:16][C:17]3[CH:26]=[CH:25][C:20]4[NH:21][C:22](=[O:24])[O:23][C:19]=4[CH:18]=3)=[O:15])[CH2:9][CH2:8]2)=[CH:4][CH:3]=1.[ClH:29]. Product: [ClH:29].[F:1][C:2]1[CH:3]=[CH:4][C:5]([CH2:6][CH:7]2[CH2:8][CH2:9][N:10]([CH2:13][C:14]([NH:16][C:17]3[CH:26]=[CH:25][C:20]4[NH:21][C:22](=[O:24])[O:23][C:19]=4[CH:18]=3)=[O:15])[CH2:11][CH2:12]2)=[CH:27][CH:28]=1. The catalyst class is: 757.